From a dataset of Catalyst prediction with 721,799 reactions and 888 catalyst types from USPTO. Predict which catalyst facilitates the given reaction. Reactant: [N+](C1C=CC([O:10][C:11](=O)[NH:12][C:13]2[CH:18]=[CH:17][C:16]([C:19]3[CH2:23][CH2:22][N:21]([C:24](=[O:36])[CH2:25][C:26]4[CH:31]=[CH:30][C:29]([O:32][CH3:33])=[C:28]([O:34][CH3:35])[CH:27]=4)[N:20]=3)=[CH:15][CH:14]=2)=CC=1)([O-])=O.Cl.[CH3:39][NH:40][CH3:41].C(N(CC)CC)C.O. Product: [CH3:35][O:34][C:28]1[CH:27]=[C:26]([CH2:25][C:24]([N:21]2[CH2:22][CH2:23][C:19]([C:16]3[CH:17]=[CH:18][C:13]([NH:12][C:11](=[O:10])[N:40]([CH3:41])[CH3:39])=[CH:14][CH:15]=3)=[N:20]2)=[O:36])[CH:31]=[CH:30][C:29]=1[O:32][CH3:33]. The catalyst class is: 1.